Dataset: Reaction yield outcomes from USPTO patents with 853,638 reactions. Task: Predict the reaction yield, written as a fraction of the theoretical maximum amount of product (1.0 means a 100% yield; for example, 0.34 means a 34% yield). (1) The reactants are O[CH2:2][C:3]1[CH:12]=[CH:11][C:6]([C:7]([O:9][CH3:10])=[O:8])=[CH:5][CH:4]=1.[CH2:13]([N:15](CC)CC)C.CS(Cl)(=O)=O. The catalyst is ClCCl. The product is [C:13]([CH2:2][C:3]1[CH:12]=[CH:11][C:6]([C:7]([O:9][CH3:10])=[O:8])=[CH:5][CH:4]=1)#[N:15]. The yield is 0.860. (2) The reactants are [Br:1]Br.[Cl:3][C:4]1[CH:5]=[C:6]([C:10](=[O:13])[CH2:11][CH3:12])[CH:7]=[CH:8][CH:9]=1. The catalyst is C(Cl)(Cl)Cl.C(Cl)Cl. The product is [Br:1][CH:11]([CH3:12])[C:10]([C:6]1[CH:7]=[CH:8][CH:9]=[C:4]([Cl:3])[CH:5]=1)=[O:13]. The yield is 0.600. (3) The reactants are [CH3:1][N:2]([CH2:7][C:8]1[N:9]([CH3:17])[C:10]2[C:15]([CH:16]=1)=[CH:14][CH:13]=[CH:12][CH:11]=2)[C:3](=[O:6])[CH:4]=[CH2:5].Br[C:19]1[CH:29]=[N:28][C:22]2[NH:23][C:24](=[O:27])[O:25][CH2:26][C:21]=2[CH:20]=1.CCN(C(C)C)C(C)C.C1(C)C=CC=CC=1P(C1C=CC=CC=1C)C1C=CC=CC=1C. The catalyst is C(#N)CC.C([O-])(=O)C.[Pd+2].C([O-])(=O)C. The product is [CH3:1][N:2]([CH2:7][C:8]1[N:9]([CH3:17])[C:10]2[C:15]([CH:16]=1)=[CH:14][CH:13]=[CH:12][CH:11]=2)[C:3](=[O:6])/[CH:4]=[CH:5]/[C:19]1[CH:29]=[N:28][C:22]2[NH:23][C:24](=[O:27])[O:25][CH2:26][C:21]=2[CH:20]=1. The yield is 0.550. (4) The reactants are [C:1]([NH:4][NH2:5])(=[O:3])[CH3:2].C(N(C(C)C)CC)(C)C.[CH3:15][C:16]1[C:21]([CH3:22])=[C:20]([N:23]2[CH2:28][CH2:27][N:26]([C:29]3[CH:34]=[CH:33][C:32]([C:35]([F:38])([F:37])[F:36])=[CH:31][N:30]=3)[CH2:25][CH2:24]2)[N:19]=[N:18][C:17]=1[CH2:39][C:40](O)=[O:41].C1C=CC2N(O)N=NC=2C=1.CN(C(ON1N=NC2C=CC=CC1=2)=[N+](C)C)C.F[P-](F)(F)(F)(F)F. The catalyst is CN(C=O)C. The product is [CH3:15][C:16]1[C:21]([CH3:22])=[C:20]([N:23]2[CH2:28][CH2:27][N:26]([C:29]3[CH:34]=[CH:33][C:32]([C:35]([F:38])([F:37])[F:36])=[CH:31][N:30]=3)[CH2:25][CH2:24]2)[N:19]=[N:18][C:17]=1[CH2:39][C:40]([NH:5][NH:4][C:1](=[O:3])[CH3:2])=[O:41]. The yield is 0.900. (5) The reactants are [OH:1][C@H:2]1[C:10]2[C:5](=[CH:6][CH:7]=[CH:8][CH:9]=2)[CH2:4][C@:3]1([CH2:20][C:21]1[CH:29]=[CH:28][C:24]([C:25]([OH:27])=[O:26])=[CH:23][CH:22]=1)[C:11]1[CH2:12][C:13]2[C:18]([CH:19]=1)=[CH:17][CH:16]=[CH:15][CH:14]=2.C1CCC(N=C=NC2CCCCC2)CC1.C1C2C(COC([NH:62][CH2:63][C:64](O)=[O:65])=O)C3C(=CC=CC=3)C=2C=CC=1. The catalyst is CN(C1C=CN=CC=1)C.C(OCC)(=O)C. The product is [NH2:62][CH2:63][C:64]([O:1][C@H:2]1[C:10]2[C:5](=[CH:6][CH:7]=[CH:8][CH:9]=2)[CH2:4][C@:3]1([CH2:20][C:21]1[CH:29]=[CH:28][C:24]([C:25]([OH:27])=[O:26])=[CH:23][CH:22]=1)[C:11]1[CH2:12][C:13]2[C:18]([CH:19]=1)=[CH:17][CH:16]=[CH:15][CH:14]=2)=[O:65]. The yield is 0.560. (6) The reactants are [NH2:1][C:2]1[NH:6][N:5]=[C:4]([S:7][CH3:8])[C:3]=1[C:9]([NH2:11])=[O:10].[CH:12](N)=O. The catalyst is O. The product is [CH3:8][S:7][C:4]1[C:3]2[C:2](=[N:1][CH:12]=[N:11][C:9]=2[OH:10])[NH:6][N:5]=1. The yield is 0.990. (7) The reactants are C([NH:8][C@H:9]1[CH2:14][CH2:13][C@H:12]([C:15]2[CH:20]=[CH:19][C:18]([O:21][Si:22]([C:25]([CH3:28])([CH3:27])[CH3:26])([CH3:24])[CH3:23])=[CH:17][C:16]=2[O:29][Si:30]([C:33]([CH3:36])([CH3:35])[CH3:34])([CH3:32])[CH3:31])[CH2:11][CH2:10]1)C1C=CC=CC=1. The catalyst is C(O)C.[Pd]. The product is [Si:30]([O:29][C:16]1[CH:17]=[C:18]([O:21][Si:22]([C:25]([CH3:26])([CH3:27])[CH3:28])([CH3:24])[CH3:23])[CH:19]=[CH:20][C:15]=1[C@H:12]1[CH2:11][CH2:10][C@H:9]([NH2:8])[CH2:14][CH2:13]1)([C:33]([CH3:34])([CH3:35])[CH3:36])([CH3:32])[CH3:31]. The yield is 0.970. (8) The reactants are [Si]([C:5]1[S:6][CH:7]=[CH:8][N:9]=1)(C)(C)C.[C:10](Cl)(Cl)=[O:11].C1(C)C=CC=CC=1.[C:21]([NH:28][C:29]1[CH:34]=[CH:33][C:32]([NH2:35])=[CH:31][CH:30]=1)([O:23][C:24]([CH3:27])([CH3:26])[CH3:25])=[O:22].N1C=CC=CC=1. The catalyst is C(Cl)Cl. The product is [C:24]([O:23][C:21](=[O:22])[NH:28][C:29]1[CH:30]=[CH:31][C:32]([NH:35][C:10]([C:5]2[S:6][CH:7]=[CH:8][N:9]=2)=[O:11])=[CH:33][CH:34]=1)([CH3:27])([CH3:26])[CH3:25]. The yield is 0.100.